Task: Predict the reactants needed to synthesize the given product.. Dataset: Full USPTO retrosynthesis dataset with 1.9M reactions from patents (1976-2016) (1) Given the product [OH:16][CH:14]1[CH:15]([S:4][CH2:3][CH:2]([CH3:5])[CH3:1])[C:17]2=[CH:18][CH:19]([O:20][C:21]2=[O:22])[CH:8]2[CH:9]([O:24][C:25](=[O:26])[CH:7]2[CH3:6])[CH2:10][C:11]2([CH3:23])[CH:12]1[O:13]2, predict the reactants needed to synthesize it. The reactants are: [CH3:1][CH:2]([CH3:5])[CH2:3][SH:4].[CH3:6][C@H:7]1[C:25](=[O:26])[O:24][C@H:9]2[CH2:10][C@:11]3([CH3:23])[O:13][C@H:12]3[C@@H:14]3[O:16][C@@H:15]3[C:17]3[C:21](=[O:22])[O:20][C@@H:19]([C@H:8]12)[CH:18]=3.CN(C1C=CC=CN=1)C. (2) Given the product [CH3:1][CH:2]([N:4]=[C:5]=[N:6][CH:7]([CH3:9])[CH3:8])[CH3:3].[CH:10]1[CH:11]=[CH:12][C:13]2[N:18]([OH:19])[N:17]=[N:16][C:14]=2[CH:15]=1, predict the reactants needed to synthesize it. The reactants are: [CH3:1][CH:2]([N:4]=[C:5]=[N:6][CH:7]([CH3:9])[CH3:8])[CH3:3].[CH:10]1[CH:11]=[CH:12][C:13]2[N:18]([OH:19])[N:17]=[N:16][C:14]=2[CH:15]=1. (3) Given the product [OH:38][CH2:37][CH2:36][CH2:35][NH:34][C:29]([C:28]1[C:24]2[CH:23]=[CH:22][C:21]([O:20][C:17]3[CH:16]=[CH:15][N:14]=[C:13]4[CH:12]=[C:11]([C:9]([N:5]5[CH2:6][CH2:7][CH2:8][C@H:4]5[CH2:3][O:2][CH3:1])=[O:10])[S:19][C:18]=34)=[CH:33][C:25]=2[S:26][C:27]=1[CH3:32])=[O:31], predict the reactants needed to synthesize it. The reactants are: [CH3:1][O:2][CH2:3][C@@H:4]1[CH2:8][CH2:7][CH2:6][N:5]1[C:9]([C:11]1[S:19][C:18]2[C:13](=[N:14][CH:15]=[CH:16][C:17]=2[O:20][C:21]2[CH:22]=[CH:23][C:24]3[C:28]([C:29]([OH:31])=O)=[C:27]([CH3:32])[S:26][C:25]=3[CH:33]=2)[CH:12]=1)=[O:10].[NH2:34][CH2:35][CH2:36][CH2:37][OH:38].CN(C(ON1N=NC2C=CC=CC1=2)=[N+](C)C)C.F[P-](F)(F)(F)(F)F.C(N(C(C)C)CC)(C)C. (4) Given the product [CH2:18]([O:20][P:21]([C:26]1[CH:32]=[C:31]([Br:33])[CH:30]=[CH:29][C:27]=1[NH:28][C:14]([NH:13][C:5]1[CH:4]=[C:3]([C:2]([F:16])([F:17])[F:1])[CH:8]=[C:7]([C:9]([F:12])([F:10])[F:11])[CH:6]=1)=[O:15])([O:23][CH2:24][CH3:25])=[O:22])[CH3:19], predict the reactants needed to synthesize it. The reactants are: [F:1][C:2]([F:17])([F:16])[C:3]1[CH:4]=[C:5]([N:13]=[C:14]=[O:15])[CH:6]=[C:7]([C:9]([F:12])([F:11])[F:10])[CH:8]=1.[CH2:18]([O:20][P:21]([C:26]1[CH:32]=[C:31]([Br:33])[CH:30]=[CH:29][C:27]=1[NH2:28])([O:23][CH2:24][CH3:25])=[O:22])[CH3:19].